Dataset: Full USPTO retrosynthesis dataset with 1.9M reactions from patents (1976-2016). Task: Predict the reactants needed to synthesize the given product. (1) Given the product [N+:17]([C:13]1[CH:12]=[C:11]([C:10]2[S:32][C:6]([C:5]3[CH:21]=[CH:22][C:2]([CH3:1])=[CH:3][CH:4]=3)=[N:8][N:9]=2)[CH:16]=[CH:15][CH:14]=1)([O-:19])=[O:18], predict the reactants needed to synthesize it. The reactants are: [CH3:1][C:2]1[CH:22]=[CH:21][C:5]([C:6]([NH:8][NH:9][C:10](=O)[C:11]2[CH:16]=[CH:15][CH:14]=[C:13]([N+:17]([O-:19])=[O:18])[CH:12]=2)=O)=[CH:4][CH:3]=1.COC1C=CC(P2(SP(C3C=CC(OC)=CC=3)(=S)S2)=[S:32])=CC=1. (2) The reactants are: [CH2:1]1[O:9][C:8]2[CH:7]=[CH:6][C:5]([CH:10]([CH:13]([C:20]3[CH:25]=[CH:24][CH:23]=[CH:22][CH:21]=3)[C:14]3[CH:19]=[CH:18][CH:17]=[CH:16][CH:15]=3)[CH2:11]N)=[CH:4][C:3]=2[O:2]1.C1C[O:29]CC1.CC(C[AlH]CC(C)C)C.Cl. Given the product [CH2:1]1[O:9][C:8]2[CH:7]=[CH:6][C:5]([CH:10]([CH:13]([C:20]3[CH:25]=[CH:24][CH:23]=[CH:22][CH:21]=3)[C:14]3[CH:19]=[CH:18][CH:17]=[CH:16][CH:15]=3)[CH:11]=[O:29])=[CH:4][C:3]=2[O:2]1, predict the reactants needed to synthesize it.